Task: Predict which catalyst facilitates the given reaction.. Dataset: Catalyst prediction with 721,799 reactions and 888 catalyst types from USPTO Reactant: FC(F)(F)C(O)=O.F[C@@H]1[C@@H](C2C=CC(O)=CC=2)CCNC1.C([O-])([O-])=O.[K+].[K+].Br[CH:29]1[CH2:33][CH2:32][N:31]([C:34]2[CH:39]=[CH:38][C:37]([CH3:40])=[C:36]([F:41])[CH:35]=2)[C:30]1=[O:42].CCOC(C)=O. Product: [F:41][C:36]1[CH:35]=[C:34]([N:31]2[CH2:32][CH2:33][CH2:29][C:30]2=[O:42])[CH:39]=[CH:38][C:37]=1[CH3:40]. The catalyst class is: 3.